From a dataset of Forward reaction prediction with 1.9M reactions from USPTO patents (1976-2016). Predict the product of the given reaction. (1) The product is: [CH2:1]([N:8]1[CH2:12][CH2:11][C@@H:10]([O:13][CH:19]([C:18]2[CH:28]=[CH:29][C:15]([Cl:14])=[CH:16][CH:17]=2)[C:20]2[CH:21]=[CH:22][C:23]([Cl:26])=[CH:24][CH:25]=2)[CH2:9]1)[C:2]1[CH:3]=[CH:4][CH:5]=[CH:6][CH:7]=1. Given the reactants [CH2:1]([N:8]1[CH2:12][CH2:11][C@@H:10]([OH:13])[CH2:9]1)[C:2]1[CH:7]=[CH:6][CH:5]=[CH:4][CH:3]=1.[Cl:14][C:15]1[CH:29]=[CH:28][C:18]([CH:19](O)[C:20]2[CH:25]=[CH:24][C:23]([Cl:26])=[CH:22][CH:21]=2)=[CH:17][CH:16]=1.C1(C)C=CC(S(O)(=O)=O)=CC=1, predict the reaction product. (2) The product is: [CH2:1]([O:8][C@@H:9]1[CH2:13][CH2:12][CH2:11][C@H:10]1[N:14]1[C:34]([CH2:33][C:28]2[CH:29]=[CH:30][CH:31]=[CH:32][N:27]=2)=[N:36][NH:37][C:22]1=[S:24])[C:2]1[CH:7]=[CH:6][CH:5]=[CH:4][CH:3]=1. Given the reactants [CH2:1]([O:8][C@@H:9]1[CH2:13][CH2:12][CH2:11][C@H:10]1[NH2:14])[C:2]1[CH:7]=[CH:6][CH:5]=[CH:4][CH:3]=1.C(N(CC)CC)C.[C:22](=[S:24])=S.CI.[N:27]1[CH:32]=[CH:31][CH:30]=[CH:29][C:28]=1[CH2:33][C:34]([NH:36][NH2:37])=O, predict the reaction product. (3) Given the reactants [CH2:1]([C:4]1[CH:9]=[C:8]([C:10](=O)[CH3:11])[CH:7]=[CH:6][C:5]=1[C:13]1[CH:18]=[C:17]([F:19])[CH:16]=[CH:15][C:14]=1[O:20][CH3:21])[CH:2]=[CH2:3].C([BH3-])#[N:23].[Na+].C([O-])(=O)C, predict the reaction product. The product is: [CH2:1]([C:4]1[CH:9]=[C:8]([CH:10]([NH2:23])[CH3:11])[CH:7]=[CH:6][C:5]=1[C:13]1[CH:18]=[C:17]([F:19])[CH:16]=[CH:15][C:14]=1[O:20][CH3:21])[CH:2]=[CH2:3]. (4) Given the reactants [OH:1][C:2]1[C:7]2[C@@:8]3([OH:45])[C@@:21]([O:25][CH3:26])([C@H:22]([OH:24])[CH2:23][C:6]=2[CH:5]=[C:4]([CH3:46])[C:3]=1[C:47]([OH:49])=O)[C:20](=[O:27])[C:19]1[C:10](=[CH:11][C:12]2[C:13](=[O:43])[C:14]([NH:30][CH:31]4[C@H:36]([O:37][CH3:38])[C@H:35]([OH:39])[C@@H:34]([O:40][CH3:41])[C@H:33]([CH3:42])[O:32]4)=[CH:15][C:16](=[O:29])[C:17]=2[C:18]=1[OH:28])[C:9]3=[O:44].O.O[N:52]1[C:56]2[CH:57]=[CH:58][CH:59]=[CH:60][C:55]=2N=N1.C1(N)CCCCC1, predict the reaction product. The product is: [CH:56]1([NH:52][C:47]([C:3]2[C:4]([CH3:46])=[CH:5][C:6]3[CH2:23][C@@H:22]([OH:24])[C@:21]4([O:25][CH3:26])[C@@:8]([OH:45])([C:9](=[O:44])[C:10]5[C:19]([C:20]4=[O:27])=[C:18]([OH:28])[C:17]4[C:16](=[O:29])[CH:15]=[C:14]([NH:30][CH:31]6[C@H:36]([O:37][CH3:38])[C@H:35]([OH:39])[C@@H:34]([O:40][CH3:41])[C@H:33]([CH3:42])[O:32]6)[C:13](=[O:43])[C:12]=4[CH:11]=5)[C:7]=3[C:2]=2[OH:1])=[O:49])[CH2:57][CH2:58][CH2:59][CH2:60][CH2:55]1. (5) Given the reactants [CH3:1][C:2]1[N:3]([CH2:8][CH2:9][NH2:10])[CH:4]=[C:5]([CH3:7])[N:6]=1.[Cl:11][C:12]1[CH:13]=[C:14]([CH2:18][CH2:19][CH:20]=O)[CH:15]=[CH:16][CH:17]=1, predict the reaction product. The product is: [Cl:11][C:12]1[CH:13]=[C:14]([CH2:18][CH2:19][CH:20]2[NH:10][CH2:9][CH2:8][N:3]3[C:2]([CH3:1])=[N:6][C:5]([CH3:7])=[C:4]23)[CH:15]=[CH:16][CH:17]=1. (6) Given the reactants [ClH:1].[CH3:2][N:3]1[CH2:25][CH2:24][C:6]2[N:7]([CH2:15][CH2:16][C:17]3[CH:18]=[N:19][C:20]([CH3:23])=[CH:21][CH:22]=3)[C:8]3[CH:9]=[CH:10][C:11]([CH3:14])=[CH:12][C:13]=3[C:5]=2[CH2:4]1, predict the reaction product. The product is: [ClH:1].[ClH:1].[CH3:2][N:3]1[CH2:25][CH2:24][C:6]2[N:7]([CH2:15][CH2:16][C:17]3[CH:18]=[N:19][C:20]([CH3:23])=[CH:21][CH:22]=3)[C:8]3[CH:9]=[CH:10][C:11]([CH3:14])=[CH:12][C:13]=3[C:5]=2[CH2:4]1. (7) Given the reactants [O:1]1[CH2:5][CH2:4][NH:3][C:2]1=[O:6].[H-].[Na+].[Br:9][C:10]1[CH:15]=[CH:14][C:13]([Cl:16])=[C:12]([CH2:17]Br)[CH:11]=1.[Cl-].[NH4+], predict the reaction product. The product is: [Br:9][C:10]1[CH:15]=[CH:14][C:13]([Cl:16])=[C:12]([CH2:17][N:3]2[CH2:4][CH2:5][O:1][C:2]2=[O:6])[CH:11]=1. (8) Given the reactants [CH:1]([C:4]1[C:8]([CH2:9]O)=[CH:7][N:6]([C:11]2[CH:16]=[CH:15][C:14]([C:17]([F:20])([F:19])[F:18])=[CH:13][N:12]=2)[N:5]=1)([CH3:3])[CH3:2].CC(C)(O)[C:23]#[N:24].C(P(CCCC)CCCC)CCC.N(C(N1CCCCC1)=O)=NC(N1CCCCC1)=O, predict the reaction product. The product is: [CH:1]([C:4]1[C:8]([CH2:9][C:23]#[N:24])=[CH:7][N:6]([C:11]2[CH:16]=[CH:15][C:14]([C:17]([F:20])([F:19])[F:18])=[CH:13][N:12]=2)[N:5]=1)([CH3:3])[CH3:2].